This data is from Reaction yield outcomes from USPTO patents with 853,638 reactions. The task is: Predict the reaction yield, written as a fraction of the theoretical maximum amount of product (1.0 means a 100% yield; for example, 0.34 means a 34% yield). The catalyst is O1CCCC1. The yield is 0.720. The reactants are N(C(OCC)=O)=NC(OCC)=O.[F:13][C:14]([F:25])([F:24])[C:15]1[CH:20]=[CH:19][C:18]([CH2:21][CH2:22][OH:23])=[CH:17][CH:16]=1.[O:26]=[CH:27][C:28]1[CH:36]=[CH:35][C:32]([O:33][CH3:34])=[C:30](O)[CH:29]=1.C1(P(C2C=CC=CC=2)C2C=CC=CC=2)C=CC=CC=1. The product is [CH3:34][O:33][C:32]1[CH:35]=[CH:36][C:28]([CH:27]=[O:26])=[CH:29][C:30]=1[O:23][CH2:22][CH2:21][C:18]1[CH:17]=[CH:16][C:15]([C:14]([F:24])([F:25])[F:13])=[CH:20][CH:19]=1.